Predict the product of the given reaction. From a dataset of Forward reaction prediction with 1.9M reactions from USPTO patents (1976-2016). (1) Given the reactants C([N:8]1[CH2:13][CH2:12][CH:11]([N:14]2[CH2:19][C:18]3[CH:20]=[CH:21][CH:22]=[CH:23][C:17]=3[NH:16][S:15]2(=[O:25])=[O:24])[CH2:10][CH2:9]1)C1C=CC=CC=1, predict the reaction product. The product is: [NH:8]1[CH2:9][CH2:10][CH:11]([N:14]2[CH2:19][C:18]3[CH:20]=[CH:21][CH:22]=[CH:23][C:17]=3[NH:16][S:15]2(=[O:25])=[O:24])[CH2:12][CH2:13]1. (2) The product is: [Br:1][C:2]1[CH:3]=[C:4]2[C:8](=[CH:9][CH:10]=1)[N:7]([S:11]([C:14]1[C:23]3[C:18](=[CH:19][CH:20]=[CH:21][CH:22]=3)[C:17]([O:24][CH3:25])=[C:16]([N:26]3[CH2:31][CH2:30][NH:29][CH2:28][CH2:27]3)[CH:15]=1)(=[O:13])=[O:12])[CH:6]=[C:5]2[CH:38]([F:39])[F:40]. Given the reactants [Br:1][C:2]1[CH:3]=[C:4]2[C:8](=[CH:9][CH:10]=1)[N:7]([S:11]([C:14]1[C:23]3[C:18](=[CH:19][CH:20]=[CH:21][CH:22]=3)[C:17]([O:24][CH3:25])=[C:16]([N:26]3[CH2:31][CH2:30][N:29](C(=O)C(Cl)(Cl)Cl)[CH2:28][CH2:27]3)[CH:15]=1)(=[O:13])=[O:12])[CH:6]=[C:5]2[CH:38]([F:40])[F:39].[OH-].[K+], predict the reaction product. (3) Given the reactants [Cl:1][C:2]1[CH:7]=[CH:6][C:5]([F:8])=[CH:4][C:3]=1[O:9][C:10]1[CH:15]=[C:14]([Cl:16])[CH:13]=[C:12]([Br:17])[CH:11]=1.C([N-]C(C)C)(C)C.[Li+].CN([CH:29]=[O:30])C, predict the reaction product. The product is: [Br:17][C:12]1[CH:11]=[C:10]([CH:15]=[C:14]([Cl:16])[CH:13]=1)[O:9][C:3]1[C:2]([Cl:1])=[CH:7][CH:6]=[C:5]([F:8])[C:4]=1[CH:29]=[O:30]. (4) Given the reactants [CH3:1][C:2]([CH3:4])=O.[CH:5]([OH:7])=O.C(O)=O.[CH:11](=O)[CH3:12].[CH2:14]([NH2:21])[C:15]1[CH:20]=[CH:19][CH:18]=[CH:17][CH:16]=1.Cl.[C:23](=O)(O)[O-].[Na+], predict the reaction product. The product is: [CH2:14]([N:21]1[C@@H:2]([CH3:4])[CH2:1][C:5](=[O:7])[CH2:23][C@@H:11]1[CH3:12])[C:15]1[CH:20]=[CH:19][CH:18]=[CH:17][CH:16]=1. (5) Given the reactants [CH3:1][O:2][C:3]1[CH:8]=[CH:7][C:6]([C@@H:9]2[CH2:11][O:10]2)=[CH:5][N:4]=1.[N-:12]=[N+:13]=[N-:14].[Na+].Cl([O-])(=O)(=O)=O.[Li+], predict the reaction product. The product is: [N:12]([C@@H:9]([C:6]1[CH:5]=[N:4][C:3]([O:2][CH3:1])=[CH:8][CH:7]=1)[CH2:11][OH:10])=[N+:13]=[N-:14]. (6) Given the reactants Cl[C:2]1[CH:3]=[CH:4][C:5]2[N:6]([C:8]([CH:11]([C:13]3[CH:14]=[C:15]4[C:20](=[CH:21][C:22]=3[F:23])[N:19]=[CH:18][CH:17]=[CH:16]4)[CH3:12])=[CH:9][N:10]=2)[N:7]=1.Cl.[CH3:25][N:26]1[CH2:31][CH2:30][NH:29][CH2:28][C:27]1=[O:32], predict the reaction product. The product is: [F:23][C:22]1[CH:21]=[C:20]2[C:15]([CH:16]=[CH:17][CH:18]=[N:19]2)=[CH:14][C:13]=1[CH:11]([C:8]1[N:6]2[N:7]=[C:2]([N:29]3[CH2:30][CH2:31][N:26]([CH3:25])[C:27](=[O:32])[CH2:28]3)[CH:3]=[CH:4][C:5]2=[N:10][CH:9]=1)[CH3:12].